From a dataset of Reaction yield outcomes from USPTO patents with 853,638 reactions. Predict the reaction yield, written as a fraction of the theoretical maximum amount of product (1.0 means a 100% yield; for example, 0.34 means a 34% yield). (1) The reactants are [N+:1]([C:4]1[CH:5]=[C:6]([C:10]2[S:14][C:13]([NH2:15])=[N:12][N:11]=2)[CH:7]=[CH:8][CH:9]=1)([O-:3])=[O:2].[Cl:16][C:17](=O)[CH2:18][C:19](OC)=[O:20].O=P(Cl)(Cl)Cl.CCN(C(C)C)C(C)C. The catalyst is CC#N. The product is [Cl:16][C:17]1[N:15]=[C:13]2[S:14][C:10]([C:6]3[CH:7]=[CH:8][CH:9]=[C:4]([N+:1]([O-:3])=[O:2])[CH:5]=3)=[N:11][N:12]2[C:19](=[O:20])[CH:18]=1. The yield is 0.326. (2) The reactants are [O:1]=[C:2]1[C:10]2[C:5](=[CH:6][CH:7]=[CH:8][CH:9]=2)[CH:4](P(=O)(OC)OC)[O:3]1.O=[C:18]1[CH2:32][C:20]2([CH2:23][CH:22]([NH:24][C:25](=[O:31])[O:26][C:27]([CH3:30])([CH3:29])[CH3:28])[CH2:21]2)[CH2:19]1.C(=O)([O-])[O-].[Cs+].[Cs+]. The catalyst is CC(O)C.C(Cl)Cl. The product is [C:27]([O:26][C:25](=[O:31])[NH:24][CH:22]1[CH2:23][C:20]2([CH2:32][C:18](=[C:4]3[C:5]4[C:10](=[CH:9][CH:8]=[CH:7][CH:6]=4)[C:2](=[O:1])[O:3]3)[CH2:19]2)[CH2:21]1)([CH3:30])([CH3:28])[CH3:29]. The yield is 0.980. (3) The reactants are C1(O[C:8](=[O:40])[NH:9][C:10]2[CH:15]=[C:14]([O:16][C:17]3[CH:18]=[N:19][C:20]([NH:23][C:24]([C:26]4[C:27](=[O:39])[N:28]([C:33]5[CH:38]=[CH:37][CH:36]=[CH:35][CH:34]=5)[N:29]([CH3:32])[C:30]=4[CH3:31])=[O:25])=[CH:21][CH:22]=3)[CH:13]=[CH:12][N:11]=2)C=CC=CC=1.[NH2:41][CH2:42][CH2:43][OH:44]. The catalyst is CN1C(=O)CCC1. The product is [OH:44][CH2:43][CH2:42][NH:41][C:8](=[O:40])[NH:9][C:10]1[CH:15]=[C:14]([O:16][C:17]2[CH:22]=[CH:21][C:20]([NH:23][C:24]([C:26]3[C:27](=[O:39])[N:28]([C:33]4[CH:34]=[CH:35][CH:36]=[CH:37][CH:38]=4)[N:29]([CH3:32])[C:30]=3[CH3:31])=[O:25])=[N:19][CH:18]=2)[CH:13]=[CH:12][N:11]=1. The yield is 0.980. (4) The product is [C:1]([O:5][C:6](=[O:47])[CH:7]([NH:36][C:37]([O:39][CH2:40][C:41]1[CH:42]=[CH:43][CH:44]=[CH:45][CH:46]=1)=[O:38])[CH2:8][NH:9][C:10]1[C:15]([CH3:16])=[C:14]([N:17]2[CH2:22][CH2:21][CH:20]([C:23]3[CH:28]=[CH:27][CH:26]=[C:25]([NH2:29])[N:24]=3)[CH2:19][CH2:18]2)[N:13]=[CH:12][N:11]=1)([CH3:4])([CH3:2])[CH3:3]. The catalyst is C(O)C.O. The reactants are [C:1]([O:5][C:6](=[O:47])[CH:7]([NH:36][C:37]([O:39][CH2:40][C:41]1[CH:46]=[CH:45][CH:44]=[CH:43][CH:42]=1)=[O:38])[CH2:8][NH:9][C:10]1[C:15]([CH3:16])=[C:14]([N:17]2[CH2:22][CH2:21][CH:20]([C:23]3[CH:28]=[CH:27][CH:26]=[C:25]([N:29]4C(C)=CC=C4C)[N:24]=3)[CH2:19][CH2:18]2)[N:13]=[CH:12][N:11]=1)([CH3:4])([CH3:3])[CH3:2].Cl.NO. The yield is 0.360. (5) The reactants are [F:1][C:2]([F:18])([F:17])[C:3]1[CH:15]=[C:14]2[C:6]([C:7]3[CH:8]=[C:9]([NH2:16])[CH:10]=[CH:11][C:12]=3[NH:13]2)=[CH:5][CH:4]=1.[O-:19][C:20]#[N:21].[K+].O. The catalyst is CC(O)=O. The product is [F:18][C:2]([F:1])([F:17])[C:3]1[CH:15]=[C:14]2[C:6]([C:7]3[CH:8]=[C:9]([NH:16][C:20]([NH2:21])=[O:19])[CH:10]=[CH:11][C:12]=3[NH:13]2)=[CH:5][CH:4]=1. The yield is 0.330. (6) The reactants are [CH3:1][O:2][C:3]1[C:4]([NH:14][C:15](=[O:19])OCC)=[N:5][C:6]2[C:11]([N:12]=1)=[CH:10][C:9]([CH3:13])=[CH:8][CH:7]=2.[Cl:20][C:21]1[CH:22]=[C:23]([N:27]2[CH2:32][CH2:31][NH:30][CH2:29][CH2:28]2)[CH:24]=[CH:25][CH:26]=1. No catalyst specified. The product is [CH3:1][O:2][C:3]1[C:4]([NH:14][C:15]([N:30]2[CH2:29][CH2:28][N:27]([C:23]3[CH:24]=[CH:25][CH:26]=[C:21]([Cl:20])[CH:22]=3)[CH2:32][CH2:31]2)=[O:19])=[N:5][C:6]2[C:11]([N:12]=1)=[CH:10][C:9]([CH3:13])=[CH:8][CH:7]=2. The yield is 0.870.